This data is from Full USPTO retrosynthesis dataset with 1.9M reactions from patents (1976-2016). The task is: Predict the reactants needed to synthesize the given product. Given the product [CH2:10]([N:11]1[C:4]2[CH2:3][CH2:2][O:1][CH2:6][C:5]=2[S:13][C:14]1=[NH:15])[CH:9]([CH3:12])[CH3:8], predict the reactants needed to synthesize it. The reactants are: [O:1]1[CH2:6][CH2:5][C:4](=O)[CH2:3][CH2:2]1.[CH3:8][CH:9]([CH3:12])[CH2:10][NH2:11].[S-:13][C:14]#[N:15].[K+].II.